Dataset: Full USPTO retrosynthesis dataset with 1.9M reactions from patents (1976-2016). Task: Predict the reactants needed to synthesize the given product. (1) Given the product [NH2:8][C:9]1[C:28]([C:29]([OH:31])=[O:30])=[C:12]2[N:13]=[C:14]3[CH2:20][CH2:19][N:18]([C:21]([O:23][C:24]([CH3:26])([CH3:27])[CH3:25])=[O:22])[CH2:17][C:15]3=[CH:16][N:11]2[N:10]=1, predict the reactants needed to synthesize it. The reactants are: C1([SiH3])C=CC=CC=1.[NH2:8][C:9]1[C:28]([C:29]([O:31]CC=C)=[O:30])=[C:12]2[N:13]=[C:14]3[CH2:20][CH2:19][N:18]([C:21]([O:23][C:24]([CH3:27])([CH3:26])[CH3:25])=[O:22])[CH2:17][C:15]3=[CH:16][N:11]2[N:10]=1. (2) Given the product [F:11][C:9]([F:12])([F:10])[O:8][C:6]1[CH:7]=[C:2]2[C:3]([S:13](=[O:14])(=[O:15])[NH:16][C:17]3[C:18]2=[CH:19][CH:20]=[C:21]2[C:26]=3[N:25]=[CH:24][CH:23]=[CH:22]2)=[CH:4][CH:5]=1, predict the reactants needed to synthesize it. The reactants are: N[C:2]1[CH:7]=[C:6]([O:8][C:9]([F:12])([F:11])[F:10])[CH:5]=[CH:4][C:3]=1[S:13]([NH:16][C:17]1[CH:18]=[CH:19][CH:20]=[C:21]2[C:26]=1[N:25]=[CH:24][CH:23]=[CH:22]2)(=[O:15])=[O:14].N(OC(C)(C)C)=O.CC(O)=O. (3) Given the product [Br:1][C:2]1[CH:3]=[C:4]([CH:9]=[C:10]([CH2:13][CH2:14][CH2:15][O:16][Si:23]([CH:30]([CH3:32])[CH3:31])([CH:27]([CH3:29])[CH3:28])[CH:24]([CH3:26])[CH3:25])[C:11]=1[CH3:12])[C:5]([O:7][CH3:8])=[O:6], predict the reactants needed to synthesize it. The reactants are: [Br:1][C:2]1[CH:3]=[C:4]([CH:9]=[C:10]([CH2:13][CH2:14][CH2:15][OH:16])[C:11]=1[CH3:12])[C:5]([O:7][CH3:8])=[O:6].N1C=CN=C1.Cl[Si:23]([CH:30]([CH3:32])[CH3:31])([CH:27]([CH3:29])[CH3:28])[CH:24]([CH3:26])[CH3:25]. (4) The reactants are: [F:1][C:2]1[CH:7]=[CH:6][CH:5]=[CH:4][C:3]=1[C:8]1[N:9]=[C:10]([C:23](OCC)=[O:24])[S:11][C:12]=1[C:13]1[CH:18]=[CH:17][C:16](=[O:19])[N:15]([CH:20]([CH3:22])[CH3:21])[N:14]=1.[CH:28]1([NH2:31])[CH2:30][CH2:29]1. Given the product [CH:28]1([NH:31][C:23]([C:10]2[S:11][C:12]([C:13]3[CH:18]=[CH:17][C:16](=[O:19])[N:15]([CH:20]([CH3:21])[CH3:22])[N:14]=3)=[C:8]([C:3]3[CH:4]=[CH:5][CH:6]=[CH:7][C:2]=3[F:1])[N:9]=2)=[O:24])[CH2:30][CH2:29]1, predict the reactants needed to synthesize it. (5) The reactants are: [C:1]([N:4]([C:21]([O:23][C:24]([CH3:27])([CH3:26])[CH3:25])=[O:22])[N:5]1[CH2:10][C:9]([CH:11]=O)=[N:8][N:7]([C:13]([O:15][C:16]([CH3:19])([CH3:18])[CH3:17])=[O:14])[C:6]1=[O:20])(=[O:3])[CH3:2].C([O-])(=O)C.[Na+].Cl.[CH2:34]([O:36][NH2:37])[CH3:35]. Given the product [C:1]([N:4]([C:21]([O:23][C:24]([CH3:27])([CH3:26])[CH3:25])=[O:22])[N:5]1[CH2:10][C:9](/[CH:11]=[N:37]/[O:36][CH2:34][CH3:35])=[N:8][N:7]([C:13]([O:15][C:16]([CH3:17])([CH3:19])[CH3:18])=[O:14])[C:6]1=[O:20])(=[O:3])[CH3:2], predict the reactants needed to synthesize it. (6) Given the product [CH3:8][O:9][C:10]1[N:11]([CH2:36][CH:37]2[CH2:41][CH2:40][O:39][CH2:38]2)[C:12]2[C:17]([N:18]=1)=[C:16]([NH2:19])[N:15]=[C:14]([O:20][CH2:21][CH2:22][O:23][CH3:24])[N:13]=2, predict the reactants needed to synthesize it. The reactants are: FC(F)(F)C(O)=O.[CH3:8][O:9][C:10]1[NH:11][C:12]2[C:17]([N:18]=1)=[C:16]([NH2:19])[N:15]=[C:14]([O:20][CH2:21][CH2:22][O:23][CH3:24])[N:13]=2.C(=O)([O-])[O-].[K+].[K+].CS(O[CH2:36][CH:37]1[CH2:41][CH2:40][O:39][CH2:38]1)(=O)=O. (7) Given the product [O:20]1[CH2:21][CH2:22][CH:23]=[C:18]([C:15]2[CH:14]=[C:13]([F:24])[C:12]3[O:11][C:10]4[C:5](=[CH:6][C:7]([OH:25])=[CH:8][CH:9]=4)[C@:4]4([N:3]=[C:2]([NH:1][C:34](=[O:35])[O:33][C:30]([CH3:32])([CH3:31])[CH3:29])[CH2:28][O:27][CH2:26]4)[C:17]=3[CH:16]=2)[CH2:19]1, predict the reactants needed to synthesize it. The reactants are: [NH2:1][C:2]1[CH2:28][O:27][CH2:26][C@:4]2([C:17]3[CH:16]=[C:15]([C:18]4[CH2:19][O:20][CH2:21][CH2:22][CH:23]=4)[CH:14]=[C:13]([F:24])[C:12]=3[O:11][C:10]3[C:5]2=[CH:6][C:7]([OH:25])=[CH:8][CH:9]=3)[N:3]=1.[CH3:29][C:30]([O:33][C:34](O[C:34]([O:33][C:30]([CH3:32])([CH3:31])[CH3:29])=[O:35])=[O:35])([CH3:32])[CH3:31].C(N(CC)CC)C. (8) Given the product [Br:16][C:17]1[CH:18]=[C:19]([CH:20]2[C:8]([C:9]3[CH:14]=[CH:13][CH:12]=[CH:11][CH:10]=3)=[C:7]([C:1]3[CH:6]=[CH:5][CH:4]=[CH:3][CH:2]=3)[NH:32][C:30](=[O:31])[NH:29]2)[CH:22]=[C:23]([O:26][CH2:27][CH3:28])[C:24]=1[OH:25], predict the reactants needed to synthesize it. The reactants are: [C:1]1([C:7](=O)[CH2:8][C:9]2[CH:14]=[CH:13][CH:12]=[CH:11][CH:10]=2)[CH:6]=[CH:5][CH:4]=[CH:3][CH:2]=1.[Br:16][C:17]1[CH:18]=[C:19]([CH:22]=[C:23]([O:26][CH2:27][CH3:28])[C:24]=1[OH:25])[CH:20]=O.[NH2:29][C:30]([NH2:32])=[O:31].Cl. (9) Given the product [CH2:19]([O:18][C:17]1[CH:12]=[CH:13][C:14]([O:45][C:35]2[N:40]=[CH:39][C:38]([C:41](=[O:43])[CH3:42])=[CH:37][CH:36]=2)=[CH:15][CH:16]=1)[C:20]1[CH:21]=[CH:22][CH:23]=[CH:24][CH:25]=1, predict the reactants needed to synthesize it. The reactants are: [H-].[Na+].C1(C(C2[C:16]([CH2:17][O:18][CH2:19][C:20]3[C:25](C4C(=CC=C(O)C=4)O)=[CH:24][CH:23]=[CH:22][CH:21]=3)=[CH:15][CH:14]=[CH:13][CH:12]=2)=CC(=CC=1)O)O.Cl[C:35]1[N:40]=[CH:39][C:38]([C:41](=[O:43])[CH3:42])=[CH:37][CH:36]=1.Cl.[OH2:45]. (10) Given the product [CH3:22][O:21][C:18]1[CH:17]=[CH:16][C:15]([CH:13]([CH:12]2[C:4]3=[N:5][C:6]4[CH:11]=[CH:10][CH:9]=[CH:8][C:7]=4[N:3]3[C:24](=[O:25])[NH:23]2)[CH3:14])=[CH:20][CH:19]=1, predict the reactants needed to synthesize it. The reactants are: N#N.[NH:3]1[C:7]2[CH:8]=[CH:9][CH:10]=[CH:11][C:6]=2[N:5]=[C:4]1[CH:12]([NH2:23])[CH:13]([C:15]1[CH:20]=[CH:19][C:18]([O:21][CH3:22])=[CH:17][CH:16]=1)[CH3:14].[C:24](N1C=CN=C1)(N1C=CN=C1)=[O:25].O.